This data is from Forward reaction prediction with 1.9M reactions from USPTO patents (1976-2016). The task is: Predict the product of the given reaction. (1) Given the reactants I[C:2]1[CH:11]=[CH:10][CH:9]=[C:8]2[C:3]=1[CH:4]=[CH:5][C:6](Cl)=[N:7]2.[NH2:13][C:14]1[C:22]2[O:21][C:20]([CH3:24])([CH3:23])[CH2:19][C:18]=2[CH:17]=[CH:16][CH:15]=1.[N:25]1[CH:30]=[CH:29][CH:28]=[C:27]([CH2:31][NH2:32])[CH:26]=1, predict the reaction product. The product is: [CH3:23][C:20]1([CH3:24])[CH2:19][C:18]2[CH:17]=[CH:16][CH:15]=[C:14]([NH:13][C:6]3[CH:5]=[CH:4][C:3]4[C:2]([NH:32][CH2:31][C:27]5[CH:26]=[N:25][CH:30]=[CH:29][CH:28]=5)=[CH:11][CH:10]=[CH:9][C:8]=4[N:7]=3)[C:22]=2[O:21]1. (2) Given the reactants [CH3:1][O:2][C:3]1[CH:4]=[C:5]2[C:10](=[CH:11][C:12]=1[O:13][CH3:14])[N:9]=[CH:8][N:7]=[C:6]2[O:15][C:16]1[CH:22]=[CH:21][C:19]([NH2:20])=[CH:18][CH:17]=1.C(N(CC)CC)C.ClC(Cl)(O[C:34](=[O:40])OC(Cl)(Cl)Cl)Cl.[CH2:42]([N:44]([C:48]1[CH:53]=[CH:52][CH:51]=[C:50]([CH3:54])[CH:49]=1)[CH2:45][CH2:46][NH2:47])[CH3:43], predict the reaction product. The product is: [CH3:1][O:2][C:3]1[CH:4]=[C:5]2[C:10](=[CH:11][C:12]=1[O:13][CH3:14])[N:9]=[CH:8][N:7]=[C:6]2[O:15][C:16]1[CH:22]=[CH:21][C:19]([NH:20][C:34]([NH:47][CH2:46][CH2:45][N:44]([CH2:42][CH3:43])[C:48]2[CH:53]=[CH:52][CH:51]=[C:50]([CH3:54])[CH:49]=2)=[O:40])=[CH:18][CH:17]=1. (3) Given the reactants Br[C:2]1[CH:3]=[CH:4][C:5]([C:13]([N:15]2[CH2:20][CH2:19][N:18]([C:21]3[C:26]([CH3:27])=[CH:25][C:24]([CH:28]4[CH2:30][CH2:29]4)=[CH:23][N:22]=3)[CH2:17][CH2:16]2)=[O:14])=[C:6]([NH:8][S:9]([CH3:12])(=[O:11])=[O:10])[CH:7]=1.[CH3:31][C@@H:32]1[CH2:36][O:35][C:34](=[O:37])[NH:33]1, predict the reaction product. The product is: [CH:28]1([C:24]2[CH:25]=[C:26]([CH3:27])[C:21]([N:18]3[CH2:19][CH2:20][N:15]([C:13]([C:5]4[CH:4]=[CH:3][C:2]([N:33]5[C@H:32]([CH3:31])[CH2:36][O:35][C:34]5=[O:37])=[CH:7][C:6]=4[NH:8][S:9]([CH3:12])(=[O:11])=[O:10])=[O:14])[CH2:16][CH2:17]3)=[N:22][CH:23]=2)[CH2:30][CH2:29]1. (4) Given the reactants [CH3:1][C:2]1[CH:3]=[C:4]([CH2:8][C:9](=[S:11])[NH2:10])[CH:5]=[CH:6][CH:7]=1.Br[CH:13]([CH3:21])[C:14](=O)[C:15]([O:17][CH2:18][CH3:19])=[O:16], predict the reaction product. The product is: [CH3:21][C:13]1[S:11][C:9]([CH2:8][C:4]2[CH:5]=[CH:6][CH:7]=[C:2]([CH3:1])[CH:3]=2)=[N:10][C:14]=1[C:15]([O:17][CH2:18][CH3:19])=[O:16]. (5) The product is: [CH3:26][O:25]/[N:27]=[C:2](/[C@@H:4]1[C@:8]2([CH3:23])[C@H:7]([C@H:12]3[C@H:11]([CH2:10][CH2:9]2)[C@:16]2([CH3:22])[C:15]([CH2:20][C@@H:19]([OH:21])[CH2:18][CH2:17]2)=[CH:14][CH2:13]3)[CH2:6][CH2:5]1)\[CH3:1]. Given the reactants [CH3:1][C:2]([C@@H:4]1[C@@:8]2([CH3:23])[CH2:9][CH2:10][C@@H:11]3[C@@:16]4([CH3:22])[CH2:17][CH2:18][C@H:19]([OH:21])[CH2:20][C:15]4=[CH:14][CH2:13][C@H:12]3[C@@H:7]2[CH2:6][CH2:5]1)=O.Cl.[O:25]([NH2:27])[CH3:26].N1C=CC=CC=1, predict the reaction product. (6) Given the reactants [NH2:1][C:2]1[CH:3]=[CH:4][C:5]([O:11][C:12]([F:15])([F:14])[F:13])=[C:6]([CH:10]=1)[C:7]([OH:9])=[O:8].[F:16][C:17]1[C:24]([F:25])=[C:23]([C:26]([F:29])([F:28])[F:27])[C:22]([F:30])=[C:21]([F:31])[C:18]=1[CH2:19]Br, predict the reaction product. The product is: [F:16][C:17]1[C:24]([F:25])=[C:23]([C:26]([F:29])([F:27])[F:28])[C:22]([F:30])=[C:21]([F:31])[C:18]=1[CH2:19][NH:1][C:2]1[CH:3]=[CH:4][C:5]([O:11][C:12]([F:13])([F:14])[F:15])=[C:6]([CH:10]=1)[C:7]([OH:9])=[O:8]. (7) Given the reactants [O:1]=[C:2]1[CH2:6][CH2:5][CH:4]([C:7]([OH:9])=[O:8])[CH2:3]1.C(NC(=NC(C)C)O[C:16]([CH3:19])([CH3:18])[CH3:17])(C)C, predict the reaction product. The product is: [O:1]=[C:2]1[CH2:6][CH2:5][CH:4]([C:7]([O:9][C:16]([CH3:19])([CH3:18])[CH3:17])=[O:8])[CH2:3]1. (8) The product is: [F:1][C:2]1[CH:7]=[CH:6][C:5]([N+:8]([O-:10])=[O:9])=[CH:4][C:3]=1/[C:11](=[N:21]/[S@@:19]([C:15]([CH3:18])([CH3:17])[CH3:16])=[O:20])/[CH2:12][CH3:13]. Given the reactants [F:1][C:2]1[CH:7]=[CH:6][C:5]([N+:8]([O-:10])=[O:9])=[CH:4][C:3]=1[C:11](=O)[CH2:12][CH3:13].[C:15]([S@:19]([NH2:21])=[O:20])([CH3:18])([CH3:17])[CH3:16], predict the reaction product. (9) Given the reactants [OH-].[Na+].[Cl:3][C:4]1[CH:14]=[CH:13][CH:12]=[C:11]([Cl:15])[C:5]=1[CH2:6][O:7][CH2:8][CH2:9][OH:10].[Br:16][CH2:17][CH2:18][CH2:19][CH2:20][CH2:21][CH2:22]Br.O, predict the reaction product. The product is: [Br:16][CH2:17][CH2:18][CH2:19][CH2:20][CH2:21][CH2:22][O:10][CH2:9][CH2:8][O:7][CH2:6][C:5]1[C:4]([Cl:3])=[CH:14][CH:13]=[CH:12][C:11]=1[Cl:15].